This data is from Forward reaction prediction with 1.9M reactions from USPTO patents (1976-2016). The task is: Predict the product of the given reaction. (1) Given the reactants [C:1]([O:5][C:6]([NH:8][C@@H:9]([CH2:14][NH:15][C:16]([O:18][C:19]([CH3:22])([CH3:21])[CH3:20])=[O:17])[C:10](OC)=[O:11])=[O:7])([CH3:4])([CH3:3])[CH3:2].[Cl-].[Li+].[BH4-].[Na+].C(O)(=O)C, predict the reaction product. The product is: [OH:11][CH2:10][C@@H:9]([NH:8][C:6](=[O:7])[O:5][C:1]([CH3:4])([CH3:3])[CH3:2])[CH2:14][NH:15][C:16](=[O:17])[O:18][C:19]([CH3:21])([CH3:22])[CH3:20]. (2) The product is: [Br:17][C:18]1[CH:23]=[CH:22][C:21]([S:24]([N:13]2[CH2:12][CH2:11][C:9]3([O:8][CH2:7][C:6](=[O:16])[N:5]([CH:2]4[CH2:4][CH2:3]4)[CH2:10]3)[CH2:15][CH2:14]2)(=[O:26])=[O:25])=[CH:20][CH:19]=1. Given the reactants Cl.[CH:2]1([N:5]2[CH2:10][C:9]3([CH2:15][CH2:14][NH:13][CH2:12][CH2:11]3)[O:8][CH2:7][C:6]2=[O:16])[CH2:4][CH2:3]1.[Br:17][C:18]1[CH:23]=[CH:22][C:21]([S:24](Cl)(=[O:26])=[O:25])=[CH:20][CH:19]=1, predict the reaction product. (3) Given the reactants [NH2:1][C:2]([NH2:4])=[O:3].S(=O)(=O)(O)O.P(=O)(O)(O)O.[CH:15](=O)[CH:16]([CH3:18])[CH3:17], predict the reaction product. The product is: [CH:15]([NH:1][C:2]([NH2:4])=[O:3])([NH:1][C:2]([NH2:4])=[O:3])[CH:16]([CH3:18])[CH3:17]. (4) Given the reactants [CH2:1]([O:3][C:4](=[O:21])[C:5]1[CH:13]=[C:12]([C:14](=[O:20])[N:15]([CH3:19])[CH2:16][CH2:17][CH3:18])[CH:11]=[C:7]([C:8](O)=[O:9])[CH:6]=1)[CH3:2].ON1C2C=CC=CC=2N=N1.Cl.[CH3:33][N:34](C)[CH2:35][CH2:36][CH2:37]N=C=NCC.CNCCC, predict the reaction product. The product is: [CH2:1]([O:3][C:4](=[O:21])[C:5]1[CH:6]=[C:7]([C:8](=[O:9])[N:34]([CH3:33])[CH2:35][CH2:36][CH3:37])[CH:11]=[C:12]([C:14](=[O:20])[N:15]([CH3:19])[CH2:16][CH2:17][CH3:18])[CH:13]=1)[CH3:2]. (5) Given the reactants [NH2:1][C:2]([C:5]1[CH:10]=[CH:9][C:8]([NH:11][C:12]([C:14]2[CH:18]=[C:17]([C:19]3[CH:24]=[CH:23][C:22]([NH:25][CH:26]([CH3:28])[CH3:27])=[C:21]([Cl:29])[CH:20]=3)[O:16][N:15]=2)=[O:13])=[CH:7][CH:6]=1)([CH3:4])[CH3:3].[C:30]([O:34][CH3:35])(=[O:33])[CH:31]=[CH2:32], predict the reaction product. The product is: [Cl:29][C:21]1[CH:20]=[C:19]([C:17]2[O:16][N:15]=[C:14]([C:12]([NH:11][C:8]3[CH:9]=[CH:10][C:5]([C:2]([NH:1][CH2:32][CH2:31][C:30]([O:34][CH3:35])=[O:33])([CH3:3])[CH3:4])=[CH:6][CH:7]=3)=[O:13])[CH:18]=2)[CH:24]=[CH:23][C:22]=1[NH:25][CH:26]([CH3:27])[CH3:28].